Dataset: Reaction yield outcomes from USPTO patents with 853,638 reactions. Task: Predict the reaction yield, written as a fraction of the theoretical maximum amount of product (1.0 means a 100% yield; for example, 0.34 means a 34% yield). The reactants are [Br:1][C:2]1[C:3]([F:21])=[CH:4][C:5]2[CH:11]3[CH2:12][CH:9]([CH2:10]3)[N:8]3[CH:13]=[C:14]([C:16]([O:18][CH3:19])=[O:17])[N:15]=[C:7]3[C:6]=2[CH:20]=1.[O:22]1[CH2:27][CH2:26][CH2:25][CH2:24][CH:23]1[N:28]1[C:32]([CH:33]=[O:34])=[CH:31][CH:30]=[N:29]1. No catalyst specified. The product is [Br:1][C:2]1[C:3]([F:21])=[CH:4][C:5]2[CH:11]3[CH2:10][CH:9]([CH2:12]3)[N:8]3[C:13]([CH:33]([OH:34])[C:32]4[N:28]([CH:23]5[CH2:24][CH2:25][CH2:26][CH2:27][O:22]5)[N:29]=[CH:30][CH:31]=4)=[C:14]([C:16]([O:18][CH3:19])=[O:17])[N:15]=[C:7]3[C:6]=2[CH:20]=1. The yield is 0.430.